This data is from Reaction yield outcomes from USPTO patents with 853,638 reactions. The task is: Predict the reaction yield, written as a fraction of the theoretical maximum amount of product (1.0 means a 100% yield; for example, 0.34 means a 34% yield). (1) The reactants are [F:1][C:2]1[CH:3]=[C:4]([CH:7]=[C:8]([N+:11]([O-:13])=[O:12])[C:9]=1[OH:10])[CH:5]=O.[C:14]1([C:20](=O)[CH2:21][C:22]2[CH:27]=[CH:26][CH:25]=[CH:24][CH:23]=2)[CH:19]=[CH:18][CH:17]=[CH:16][CH:15]=1.[NH2:29][C:30]([NH2:32])=[O:31].Cl. The catalyst is C(O)C. The product is [F:1][C:2]1[CH:3]=[C:4]([CH:5]2[C:21]([C:22]3[CH:27]=[CH:26][CH:25]=[CH:24][CH:23]=3)=[C:20]([C:14]3[CH:19]=[CH:18][CH:17]=[CH:16][CH:15]=3)[NH:32][C:30](=[O:31])[NH:29]2)[CH:7]=[C:8]([N+:11]([O-:13])=[O:12])[C:9]=1[OH:10]. The yield is 0.414. (2) The reactants are [O:1]1[C:5]2[CH:6]=[CH:7][C:8]([C:10]3([C:13]([NH:15][C:16]4[CH:17]=[C:18]5[C:22](=[CH:23][CH:24]=4)[NH:21][C:20]([C:25]([CH3:28])([CH3:27])[CH3:26])=[C:19]5[CH:29]=O)=[O:14])[CH2:12][CH2:11]3)=[CH:9][C:4]=2[O:3][CH2:2]1.Cl.[NH2:32][OH:33]. The catalyst is ClCCl. The product is [O:1]1[C:5]2[CH:6]=[CH:7][C:8]([C:10]3([C:13]([NH:15][C:16]4[CH:17]=[C:18]5[C:22](=[CH:23][CH:24]=4)[NH:21][C:20]([C:25]([CH3:28])([CH3:26])[CH3:27])=[C:19]5/[CH:29]=[N:32]\[OH:33])=[O:14])[CH2:12][CH2:11]3)=[CH:9][C:4]=2[O:3][CH2:2]1. The yield is 0.770. (3) The reactants are N1C=[CH:5][C:4]([CH:7]=[C:8]2[C:16]3[C:11](=[N:12][CH:13]=[C:14]([C:17]4[CH:22]=[C:21]([O:23][CH3:24])[C:20]([O:25][CH3:26])=[C:19]([O:27][CH3:28])[CH:18]=4)[CH:15]=3)[NH:10][C:9]2=[O:29])=[CH:3][CH:2]=1.[CH:30]([O-])=O.[NH4+:33]. The catalyst is CO.[Pd]. The product is [N:33]1[CH:30]=[CH:2][CH:3]=[C:4]([CH2:7][CH:8]2[C:16]3[C:11](=[N:12][CH:13]=[C:14]([C:17]4[CH:18]=[C:19]([O:27][CH3:28])[C:20]([O:25][CH3:26])=[C:21]([O:23][CH3:24])[CH:22]=4)[CH:15]=3)[NH:10][C:9]2=[O:29])[CH:5]=1. The yield is 0.660.